Dataset: Full USPTO retrosynthesis dataset with 1.9M reactions from patents (1976-2016). Task: Predict the reactants needed to synthesize the given product. (1) Given the product [Cl:1][C:2]1[CH:3]=[C:4]([O:13][CH:14]([CH3:16])[CH3:15])[C:5]([CH3:12])=[C:6]([CH:11]=1)[C:7]([OH:9])=[O:8], predict the reactants needed to synthesize it. The reactants are: [Cl:1][C:2]1[CH:3]=[C:4]([O:13][CH:14]([CH3:16])[CH3:15])[C:5]([CH3:12])=[C:6]([CH:11]=1)[C:7]([O:9]C)=[O:8].[OH-].[Na+]. (2) Given the product [Cl:24][C:22]1[CH:23]=[C:18]([C:16]2[C:15]3[N:26]([CH2:38][C@H:39]4[CH2:44][CH2:43][C@H:42]([CH3:45])[CH2:41][CH2:40]4)[C:27]([N:29]4[CH2:34][CH2:33][O:32][C@@H:31]5[CH2:35][CH2:36][CH2:37][C@@H:30]45)=[N:28][C:14]=3[CH:13]=[C:12]([Cl:11])[N:17]=2)[C:19]([N:3]([CH3:4])[CH3:2])=[N:20][CH:21]=1, predict the reactants needed to synthesize it. The reactants are: Cl.[CH3:2][NH:3][CH3:4].C(=O)(O)[O-].[Na+].O.[Cl:11][C:12]1[N:17]=[C:16]([C:18]2[C:19](F)=[N:20][CH:21]=[C:22]([Cl:24])[CH:23]=2)[C:15]2[N:26]([CH2:38][C@H:39]3[CH2:44][CH2:43][C@H:42]([CH3:45])[CH2:41][CH2:40]3)[C:27]([N:29]3[CH2:34][CH2:33][O:32][C@@H:31]4[CH2:35][CH2:36][CH2:37][C@@H:30]34)=[N:28][C:14]=2[CH:13]=1. (3) Given the product [F:1][C:2]1[CH:7]=[CH:6][C:5]([C@:8]2([CH2:32][CH2:33][CH2:34][OH:35])[O:13][C:12](=[O:14])[N:11]([C@H:15]([C:17]3[CH:22]=[CH:21][C:20]([C:37]4[CH:38]=[CH:39][C:40](=[O:43])[NH:41][N:42]=4)=[CH:19][CH:18]=3)[CH3:16])[CH2:10][CH2:9]2)=[CH:4][CH:3]=1, predict the reactants needed to synthesize it. The reactants are: [F:1][C:2]1[CH:7]=[CH:6][C:5]([C@:8]2([CH2:32][CH2:33][CH2:34][OH:35])[O:13][C:12](=[O:14])[N:11]([C@H:15]([C:17]3[CH:22]=[CH:21][C:20](B4OC(C)(C)C(C)(C)O4)=[CH:19][CH:18]=3)[CH3:16])[CH2:10][CH2:9]2)=[CH:4][CH:3]=1.Cl[C:37]1[CH:38]=[CH:39][C:40](=[O:43])[NH:41][N:42]=1. (4) Given the product [Br:17][CH2:2][C:1]([C:4]1[C:5](=[O:16])[O:6][C:7]2[C:12]([CH:13]=1)=[C:11]([F:14])[CH:10]=[C:9]([F:15])[CH:8]=2)=[O:3], predict the reactants needed to synthesize it. The reactants are: [C:1]([C:4]1[C:5](=[O:16])[O:6][C:7]2[C:12]([CH:13]=1)=[C:11]([F:14])[CH:10]=[C:9]([F:15])[CH:8]=2)(=[O:3])[CH3:2].[Br-:17].[Br-].[Br-].C([N+](CCCC)(CCCC)CCCC)CCC.C([N+](CCCC)(CCCC)CCCC)CCC.C([N+](CCCC)(CCCC)CCCC)CCC. (5) Given the product [CH2:28]([O:35][C:36]1[CH:37]=[CH:38][C:39]([N:42]2[CH2:47][CH2:46][N:45]([C:10](=[O:12])[CH2:9][NH:8][C:6](=[O:7])[O:5][C:1]([CH3:2])([CH3:3])[CH3:4])[CH2:44][CH2:43]2)=[N:40][CH:41]=1)[C:29]1[CH:30]=[CH:31][CH:32]=[CH:33][CH:34]=1, predict the reactants needed to synthesize it. The reactants are: [C:1]([O:5][C:6]([NH:8][CH2:9][C:10]([OH:12])=O)=[O:7])([CH3:4])([CH3:3])[CH3:2].C(N(CC)CC)C.ClC(OCC(C)C)=O.[CH2:28]([O:35][C:36]1[CH:37]=[CH:38][C:39]([N:42]2[CH2:47][CH2:46][NH:45][CH2:44][CH2:43]2)=[N:40][CH:41]=1)[C:29]1[CH:34]=[CH:33][CH:32]=[CH:31][CH:30]=1. (6) Given the product [OH:8][CH2:9][C@@H:10]([NH:12][C:13]([C:15]1[N:16]=[C:17]([N:20]2[CH2:21][CH:22]([S:24][C:25]3[C@H:26]([CH3:49])[C@@H:27]4[C@@H:44]([C@H:45]([OH:47])[CH3:46])[C:43](=[O:48])[N:28]4[C:29]=3[C:30]([O:32][CH2:33][C:34]3[CH:39]=[CH:38][C:37]([N+:40]([O-:42])=[O:41])=[CH:36][CH:35]=3)=[O:31])[CH2:23]2)[S:18][CH:19]=1)=[O:14])[CH3:11], predict the reactants needed to synthesize it. The reactants are: [Si]([O:8][CH2:9][C@@H:10]([NH:12][C:13]([C:15]1[N:16]=[C:17]([N:20]2[CH2:23][CH:22]([S:24][C:25]3[C@H:26]([CH3:49])[C@@H:27]4[C@@H:44]([C@H:45]([OH:47])[CH3:46])[C:43](=[O:48])[N:28]4[C:29]=3[C:30]([O:32][CH2:33][C:34]3[CH:39]=[CH:38][C:37]([N+:40]([O-:42])=[O:41])=[CH:36][CH:35]=3)=[O:31])[CH2:21]2)[S:18][CH:19]=1)=[O:14])[CH3:11])(C(C)(C)C)(C)C.C(O)(=O)C.[F-].C([N+](CCCC)(CCCC)CCCC)CCC. (7) Given the product [CH2:20]([NH:2][CH:3]([CH2:9][CH:10]([F:11])[F:12])[C:4]([O:6][CH2:7][CH3:8])=[O:5])[C:21]1[CH:26]=[CH:25][CH:24]=[CH:23][CH:22]=1, predict the reactants needed to synthesize it. The reactants are: Cl.[NH2:2][CH:3]([CH2:9][CH:10]([F:12])[F:11])[C:4]([O:6][CH2:7][CH3:8])=[O:5].C(NC(C)C)(C)C.[CH:20](=O)[C:21]1[CH:26]=[CH:25][CH:24]=[CH:23][CH:22]=1.C(O[BH-](OC(=O)C)OC(=O)C)(=O)C.[Na+].C(=O)([O-])O.[Na+]. (8) Given the product [CH:13]([C:2]1[N:7]=[CH:6][C:5]([C:8]#[N:9])=[CH:4][CH:3]=1)=[CH2:14], predict the reactants needed to synthesize it. The reactants are: Br[C:2]1[N:7]=[CH:6][C:5]([C:8]#[N:9])=[CH:4][CH:3]=1.ClCCl.[CH2:13](N(CC)CC)[CH3:14].C(OCC)(=O)C. (9) Given the product [NH2:1][C:4]1[CH:5]=[CH:6][C:7]([CH2:10][C:11]([N:29]2[CH2:30][CH2:31][N:26]([CH3:25])[CH2:27][CH2:28]2)=[O:13])=[CH:8][CH:9]=1, predict the reactants needed to synthesize it. The reactants are: [N+:1]([C:4]1[CH:9]=[CH:8][C:7]([CH2:10][C:11]([OH:13])=O)=[CH:6][CH:5]=1)([O-])=O.CN(C=O)C.C(Cl)(=O)C(Cl)=O.[CH3:25][N:26]1[CH2:31][CH2:30][NH:29][CH2:28][CH2:27]1.